From a dataset of Full USPTO retrosynthesis dataset with 1.9M reactions from patents (1976-2016). Predict the reactants needed to synthesize the given product. (1) Given the product [CH2:16]([O:18][C:19](=[O:22])[C:20]#[C:21][C:5]1[CH:6]=[CH:7][C:2]([Cl:1])=[C:3]([Cl:9])[CH:4]=1)[CH3:17], predict the reactants needed to synthesize it. The reactants are: [Cl:1][C:2]1[CH:7]=[CH:6][C:5](I)=[CH:4][C:3]=1[Cl:9].C(=O)([O-])[O-].[Cs+].[Cs+].[CH2:16]([O:18][C:19](=[O:22])[C:20]#[CH:21])[CH3:17]. (2) The reactants are: [F:1][C:2]1[CH:9]=[C:8]([F:10])[CH:7]=[C:6]([OH:11])[C:3]=1[CH:4]=O.[C:12](OCC)(=[O:17])[CH2:13][C:14]([CH3:16])=[O:15].N1CCCCC1. Given the product [C:14]([C:13]1[C:12](=[O:17])[O:11][C:6]2[C:3]([CH:4]=1)=[C:2]([F:1])[CH:9]=[C:8]([F:10])[CH:7]=2)(=[O:15])[CH3:16], predict the reactants needed to synthesize it. (3) Given the product [C:23]([O:26][C@H:27]([CH3:33])[CH2:28][CH2:29][CH2:30][CH2:31][N:14]1[C:15](=[O:17])[C:16]2[N:8]([CH2:1][C:2]3[CH:7]=[CH:6][CH:5]=[CH:4][CH:3]=3)[C:9]([Br:20])=[N:10][C:11]=2[N:12]([CH3:19])[C:13]1=[O:18])(=[O:25])[CH3:24], predict the reactants needed to synthesize it. The reactants are: [CH2:1]([N:8]1[C:16]2[C:15](=[O:17])[NH:14][C:13](=[O:18])[N:12]([CH3:19])[C:11]=2[N:10]=[C:9]1[Br:20])[C:2]1[CH:7]=[CH:6][CH:5]=[CH:4][CH:3]=1.[H-].[Na+].[C:23]([O:26][C@H:27]([CH3:33])[CH2:28][CH2:29][CH2:30][CH2:31]Cl)(=[O:25])[CH3:24]. (4) The reactants are: Br[CH2:2][C:3]1[CH:8]=[CH:7][C:6]([CH2:9][N:10]2[CH2:23][CH2:22][CH2:21][N:20]([C:24]([O:26][C:27]([CH3:30])([CH3:29])[CH3:28])=[O:25])[CH2:19][CH2:18][N:17]([C:31]([O:33][C:34]([CH3:37])([CH3:36])[CH3:35])=[O:32])[CH2:16][CH2:15][CH2:14][N:13]([C:38]([O:40][C:41]([CH3:44])([CH3:43])[CH3:42])=[O:39])[CH2:12][CH2:11]2)=[CH:5][CH:4]=1.[CH3:45][CH2:46][N:47]([CH2:50][CH2:51][NH:52][CH2:53][CH2:54][N:55]([CH2:58][CH3:59])[CH2:56][CH3:57])[CH2:48][CH3:49].C(=O)([O-])[O-].[K+].[K+]. Given the product [CH2:58]([N:55]([CH2:56][CH3:57])[CH2:54][CH2:53][N:52]([CH2:2][C:3]1[CH:8]=[CH:7][C:6]([CH2:9][N:10]2[CH2:23][CH2:22][CH2:21][N:20]([C:24]([O:26][C:27]([CH3:30])([CH3:29])[CH3:28])=[O:25])[CH2:19][CH2:18][N:17]([C:31]([O:33][C:34]([CH3:37])([CH3:36])[CH3:35])=[O:32])[CH2:16][CH2:15][CH2:14][N:13]([C:38]([O:40][C:41]([CH3:44])([CH3:43])[CH3:42])=[O:39])[CH2:12][CH2:11]2)=[CH:5][CH:4]=1)[CH2:51][CH2:50][N:47]([CH2:48][CH3:49])[CH2:46][CH3:45])[CH3:59], predict the reactants needed to synthesize it. (5) Given the product [F:17][C:18]1[CH:23]=[CH:22][C:21]([F:24])=[CH:20][C:19]=1[NH:25][CH:26]([C:30]1[CH:31]=[CH:32][CH:33]=[CH:34][CH:35]=1)[C:27]([O:29][C@@H:48]1[CH:49]2[CH2:52][CH2:53][N:46]([CH2:51][CH2:50]2)[CH2:47]1)=[O:28], predict the reactants needed to synthesize it. The reactants are: C1CCC(N=C=NC2CCCCC2)CC1.Cl.[F:17][C:18]1[CH:23]=[CH:22][C:21]([F:24])=[CH:20][C:19]=1[NH:25][CH:26]([C:30]1[CH:35]=[CH:34][CH:33]=[CH:32][CH:31]=1)[C:27]([OH:29])=[O:28].C1C=CC2N(O)N=NC=2C=1.[N:46]12[CH2:53][CH2:52][CH:49]([CH2:50][CH2:51]1)[C@@H:48](O)[CH2:47]2.